This data is from Reaction yield outcomes from USPTO patents with 853,638 reactions. The task is: Predict the reaction yield, written as a fraction of the theoretical maximum amount of product (1.0 means a 100% yield; for example, 0.34 means a 34% yield). (1) The reactants are N1C=CC=CC=1C1O[C:9]2[CH2:14][N:13]([C:15]3[CH:16]=[C:17]([CH:20]=[CH:21]C=3)C#N)[CH2:12][C:10]=2[N:11]=1.[C:23]([C:25]1[CH:26]=[C:27]([CH:31]=[CH:32][CH:33]=1)[C:28]([OH:30])=O)#[N:24].BrC1C=CC=C[N:36]=1.C(Cl)Cl. The catalyst is CO. The product is [N:36]1[CH:21]=[CH:20][CH:17]=[CH:16][C:15]=1[N:13]1[CH2:14][C:9]2[O:30][C:28]([C:27]3[CH:26]=[C:25]([CH:33]=[CH:32][CH:31]=3)[C:23]#[N:24])=[N:11][C:10]=2[CH2:12]1. The yield is 0.0320. (2) The catalyst is C1(C)C=CC=CC=1. The reactants are [F:1][C:2]([F:22])([F:21])[C:3]1[CH:4]=[C:5]([CH:18]=[CH:19][CH:20]=1)[O:6][C:7]1[CH:12]=[CH:11][C:10]([CH2:13][CH2:14][C:15](=[NH:17])[NH2:16])=[CH:9][CH:8]=1.[OH:23][CH:24]=[C:25]([CH2:30][C:31]1[CH:32]=[N:33][CH:34]=[N:35][CH:36]=1)[C:26](OC)=O.C([O-])(=O)C.[K+]. The yield is 0.539. The product is [N:33]1[CH:32]=[C:31]([CH2:30][C:25]2[C:24](=[O:23])[N:17]=[C:15]([CH2:14][CH2:13][C:10]3[CH:9]=[CH:8][C:7]([O:6][C:5]4[CH:18]=[CH:19][CH:20]=[C:3]([C:2]([F:21])([F:22])[F:1])[CH:4]=4)=[CH:12][CH:11]=3)[NH:16][CH:26]=2)[CH:36]=[N:35][CH:34]=1.